Dataset: Reaction yield outcomes from USPTO patents with 853,638 reactions. Task: Predict the reaction yield, written as a fraction of the theoretical maximum amount of product (1.0 means a 100% yield; for example, 0.34 means a 34% yield). (1) The reactants are Br[CH2:2][C:3]([OH:5])=[O:4].[CH3:6][O:7][C:8]1[C:9]([N+:17]([O-:19])=[O:18])=[C:10]([NH2:16])[CH:11]=[CH:12][C:13]=1[O:14][CH3:15]. No catalyst specified. The product is [CH3:6][O:7][C:8]1[C:9]([N+:17]([O-:19])=[O:18])=[C:10]([NH:16][CH2:2][C:3]([OH:5])=[O:4])[CH:11]=[CH:12][C:13]=1[O:14][CH3:15]. The yield is 0.340. (2) The reactants are C([C@H]1CN(C2COC2)CCN1C1C=CC(NC2C(=O)N(C)C=C(C3C=CN=C(N4CCN5C6CCCCC=6C=C5C4=O)C=3CO)C=2)=NC=1)C.C([O:53][CH2:54][C:55]1[C:56]([N:79]2[CH2:91][CH2:90][N:82]3[C:83]4[CH2:84][CH2:85][CH2:86][CH2:87][C:88]=4[CH:89]=[C:81]3[C:80]2=[O:92])=[N:57][CH:58]=[CH:59][C:60]=1[C:61]1[CH:66]=[C:65]([NH:67][C:68]2[CH:76]=[C:71]3[CH2:72][O:73][CH2:74][CH2:75][N:70]3[N:69]=2)[C:64](=[O:77])[N:63]([CH3:78])[N:62]=1)(=O)C.[OH-].[Li+]. No catalyst specified. The product is [N:69]1[N:70]2[C:71]([CH2:72][O:73][CH2:74][CH2:75]2)=[CH:76][C:68]=1[NH:67][C:65]1[C:64](=[O:77])[N:63]([CH3:78])[N:62]=[C:61]([C:60]2[CH:59]=[CH:58][N:57]=[C:56]([N:79]3[CH2:91][CH2:90][N:82]4[C:83]5[CH2:84][CH2:85][CH2:86][CH2:87][C:88]=5[CH:89]=[C:81]4[C:80]3=[O:92])[C:55]=2[CH2:54][OH:53])[CH:66]=1. The yield is 0.650. (3) The reactants are [CH3:1][N:2]1[CH2:7][CH2:6][N:5]([C:8]2[C:13]([N+:14]([O-])=O)=[CH:12][N:11]=[CH:10][C:9]=2[CH3:17])[CH2:4][CH2:3]1. The yield is 0.960. The catalyst is CO.[Pd]. The product is [CH3:17][C:9]1[C:8]([N:5]2[CH2:6][CH2:7][N:2]([CH3:1])[CH2:3][CH2:4]2)=[C:13]([NH2:14])[CH:12]=[N:11][CH:10]=1. (4) The product is [F:19][C:15]1[CH:14]=[C:13]([C:11]2[N:3]=[N:2][N:1]([CH2:4][CH2:5][CH2:6][CH2:7][CH2:8][CH2:9][CH3:10])[CH:12]=2)[CH:18]=[CH:17][CH:16]=1. No catalyst specified. The reactants are [N:1]([CH2:4][CH2:5][CH2:6][CH2:7][CH2:8][CH2:9][CH3:10])=[N+:2]=[N-:3].[C:11]([C:13]1[CH:18]=[CH:17][CH:16]=[C:15]([F:19])[CH:14]=1)#[CH:12]. The yield is 0.890. (5) The reactants are [C:1]([O:5][C:6]([N:8]1[CH2:12][CH2:11][CH2:10][CH:9]1[C:13]1[NH:17][C:16]2[CH:18]=[C:19](Br)[CH:20]=[CH:21][C:15]=2[N:14]=1)=[O:7])([CH3:4])([CH3:3])[CH3:2].[C:23]([O:27][C:28]([N:30]1[CH2:34][CH2:33][CH2:32][CH:31]1[C:35]1[NH:39][C:38]2[CH:40]=[C:41](B3OC(C)(C)C(C)(C)O3)[CH:42]=[CH:43][C:37]=2[N:36]=1)=[O:29])([CH3:26])([CH3:25])[CH3:24].C(=O)([O-])[O-].[K+].[K+]. The catalyst is COCCOC.O.C(OCC)(=O)C.C1C=CC([P]([Pd]([P](C2C=CC=CC=2)(C2C=CC=CC=2)C2C=CC=CC=2)([P](C2C=CC=CC=2)(C2C=CC=CC=2)C2C=CC=CC=2)[P](C2C=CC=CC=2)(C2C=CC=CC=2)C2C=CC=CC=2)(C2C=CC=CC=2)C2C=CC=CC=2)=CC=1. The product is [C:1]([O:5][C:6]([N:8]1[CH2:12][CH2:11][CH2:10][CH:9]1[C:13]1[NH:17][C:16]2[CH:18]=[C:19]([C:41]3[CH:42]=[CH:43][C:37]4[N:36]=[C:35]([CH:31]5[CH2:32][CH2:33][CH2:34][N:30]5[C:28]([O:27][C:23]([CH3:24])([CH3:25])[CH3:26])=[O:29])[NH:39][C:38]=4[CH:40]=3)[CH:20]=[CH:21][C:15]=2[N:14]=1)=[O:7])([CH3:4])([CH3:3])[CH3:2]. The yield is 0.150. (6) The reactants are [C:1]([C:3]1[CH:8]=[CH:7][C:6]([N:9]([CH2:15][C:16]([F:19])([F:18])[F:17])[CH2:10][C:11](=[NH:14])[NH:12][OH:13])=[CH:5][C:4]=1[C:20]([F:23])([F:22])[F:21])#[N:2].[C:24](C1NC=CN=1)(C1NC=CN=1)=[O:25].C1CCN2C(=NCCC2)CC1. The catalyst is C1COCC1. The product is [O:25]=[C:24]1[O:13][NH:12][C:11]([CH2:10][N:9]([CH2:15][C:16]([F:17])([F:18])[F:19])[C:6]2[CH:7]=[CH:8][C:3]([C:1]#[N:2])=[C:4]([C:20]([F:22])([F:21])[F:23])[CH:5]=2)=[N:14]1. The yield is 0.900. (7) The product is [F:14][C:2]([F:1])([F:13])[C:3]([C:5]1[C:6]([F:12])=[N:7][CH:8]=[CH:9][C:10]=1[I:11])=[O:4]. The catalyst is C1(C)C=CC=CC=1.[O-2].[Mn+4].[O-2]. The yield is 0.890. The reactants are [F:1][C:2]([F:14])([F:13])[CH:3]([C:5]1[C:6]([F:12])=[N:7][CH:8]=[CH:9][C:10]=1[I:11])[OH:4].